Dataset: Forward reaction prediction with 1.9M reactions from USPTO patents (1976-2016). Task: Predict the product of the given reaction. (1) Given the reactants [CH2:1]([O:3][C:4]([C:6]1[S:7][C:8]([O:19][C:20]2[CH:25]=[CH:24][CH:23]=[C:22]([O:26]C)[CH:21]=2)=[C:9]2[C:17]3[N:16]([CH3:18])[N:15]=[CH:14][C:13]=3[CH2:12][CH2:11][C:10]=12)=[O:5])[CH3:2].[C:28](Cl)(=[O:30])[CH3:29].[Cl-].[Al+3].[Cl-].[Cl-].Cl, predict the reaction product. The product is: [CH2:1]([O:3][C:4]([C:6]1[S:7][C:8]([O:19][C:20]2[CH:25]=[CH:24][C:23]([C:28](=[O:30])[CH3:29])=[C:22]([OH:26])[CH:21]=2)=[C:9]2[C:17]3[N:16]([CH3:18])[N:15]=[CH:14][C:13]=3[CH2:12][CH2:11][C:10]=12)=[O:5])[CH3:2]. (2) Given the reactants [N+:1]([C:4]1[C:5]([NH:10][C:11]2[CH:16]=[CH:15][CH:14]=[C:13](/[CH:17]=[CH:18]/[C:19]3[CH:24]=[CH:23][N:22]=[CH:21][CH:20]=3)[CH:12]=2)=[N:6][CH:7]=[CH:8][CH:9]=1)([O-])=O.Cl.C(=O)(O)[O-].[Na+], predict the reaction product. The product is: [NH2:1][C:4]1[C:5]([NH:10][C:11]2[CH:16]=[CH:15][CH:14]=[C:13](/[CH:17]=[CH:18]/[C:19]3[CH:20]=[CH:21][N:22]=[CH:23][CH:24]=3)[CH:12]=2)=[N:6][CH:7]=[CH:8][CH:9]=1. (3) Given the reactants [CH:1]1([N:5]2[C:9]3[CH:10]=[CH:11][C:12]([NH:14]C(=O)C)=[CH:13][C:8]=3[N:7]=[CH:6]2)[CH2:4][CH2:3][CH2:2]1.Cl, predict the reaction product. The product is: [CH:1]1([N:5]2[C:9]3[CH:10]=[CH:11][C:12]([NH2:14])=[CH:13][C:8]=3[N:7]=[CH:6]2)[CH2:4][CH2:3][CH2:2]1. (4) Given the reactants [N:1]1([CH2:6][CH2:7][CH2:8][O:9][C:10]2[CH:15]=[CH:14][C:13]([C:16]3([C:22](O)=O)[CH2:21][CH2:20][O:19][CH2:18][CH2:17]3)=[CH:12][CH:11]=2)[CH2:5][CH2:4][CH2:3][CH2:2]1.[NH2:25][C:26]1[CH:31]=[CH:30][CH:29]=[CH:28][C:27]=1[NH2:32], predict the reaction product. The product is: [N:1]1([CH2:6][CH2:7][CH2:8][O:9][C:10]2[CH:11]=[CH:12][C:13]([C:16]3([C:22]4[NH:32][C:27]5[CH:28]=[CH:29][CH:30]=[CH:31][C:26]=5[N:25]=4)[CH2:21][CH2:20][O:19][CH2:18][CH2:17]3)=[CH:14][CH:15]=2)[CH2:2][CH2:3][CH2:4][CH2:5]1. (5) Given the reactants [C:1]([O:4][C@@H:5]1[O:17][C@H:16]([CH2:18]Cl)[C@@H:11]([O:12][C:13](=[O:15])[CH3:14])[C@H:6]1[O:7][C:8](=[O:10])[CH3:9])(=[O:3])[CH3:2].C([O-])([O-])=O.[Na+].[Na+].[H][H], predict the reaction product. The product is: [C:1]([O:4][C@@H:5]1[O:17][C@H:16]([CH3:18])[C@@H:11]([O:12][C:13](=[O:15])[CH3:14])[C@H:6]1[O:7][C:8](=[O:10])[CH3:9])(=[O:3])[CH3:2]. (6) Given the reactants [C:1]([N:4]([C:21]([O:23][C:24]([CH3:27])([CH3:26])[CH3:25])=[O:22])[N:5]1[CH2:10][C:9]([CH:11]=O)=[N:8][N:7]([C:13]([O:15][C:16]([CH3:19])([CH3:18])[CH3:17])=[O:14])[C:6]1=[O:20])(=[O:3])[CH3:2].C([O-])(=O)C.[Na+].Cl.[CH2:34]([O:36][NH2:37])[CH3:35], predict the reaction product. The product is: [C:1]([N:4]([C:21]([O:23][C:24]([CH3:27])([CH3:26])[CH3:25])=[O:22])[N:5]1[CH2:10][C:9](/[CH:11]=[N:37]/[O:36][CH2:34][CH3:35])=[N:8][N:7]([C:13]([O:15][C:16]([CH3:17])([CH3:19])[CH3:18])=[O:14])[C:6]1=[O:20])(=[O:3])[CH3:2]. (7) The product is: [CH:31]1([N:15]([C:16]2[N:17]([C:25]3[CH:30]=[CH:29][CH:28]=[CH:27][CH:26]=3)[N:18]=[C:19]3[C:24]=2[CH:23]=[CH:22][CH:21]=[CH:20]3)[C:13](=[O:14])[NH:12][C:9]2[CH:10]=[CH:11][C:6]([O:5][CH2:4][C:3]([OH:38])=[O:2])=[CH:7][C:8]=2[F:37])[CH2:32][CH2:33][CH2:34][CH2:35][CH2:36]1. Given the reactants C[O:2][C:3](=[O:38])[CH2:4][O:5][C:6]1[CH:11]=[CH:10][C:9]([NH:12][C:13]([N:15]([CH:31]2[CH2:36][CH2:35][CH2:34][CH2:33][CH2:32]2)[C:16]2[N:17]([C:25]3[CH:30]=[CH:29][CH:28]=[CH:27][CH:26]=3)[N:18]=[C:19]3[C:24]=2[CH:23]=[CH:22][CH:21]=[CH:20]3)=[O:14])=[C:8]([F:37])[CH:7]=1.[OH-].[Li+], predict the reaction product. (8) Given the reactants Cl.[CH3:2][C:3]1([CH3:31])[CH2:7][CH:6]2[CH:8]([CH3:30])[C:9]([S:14]([NH:17][C:18](=[NH:29])[NH:19][CH2:20][CH2:21][CH2:22][C@@H:23]([C:25]([O:27][CH3:28])=[O:26])[NH2:24])(=[O:16])=[O:15])=[C:10]([CH3:13])[C:11]([CH3:12])=[C:5]2[O:4]1.C(N(CC)CC)C.[F:39][C:40]1[CH:50]=[CH:49][CH:48]=[CH:47][C:41]=1[CH:42]=[CH:43][C:44](O)=[O:45].CCN=C=NCCCN(C)C.Cl, predict the reaction product. The product is: [F:39][C:40]1[CH:50]=[CH:49][CH:48]=[CH:47][C:41]=1[CH:42]=[CH:43][C:44]([NH:24][C@H:23]([C:25]([O:27][CH3:28])=[O:26])[CH2:22][CH2:21][CH2:20][NH:19][C:18](=[NH:29])[NH:17][S:14]([C:9]1[CH:8]([CH3:30])[CH:6]2[CH2:7][C:3]([CH3:31])([CH3:2])[O:4][C:5]2=[C:11]([CH3:12])[C:10]=1[CH3:13])(=[O:15])=[O:16])=[O:45]. (9) Given the reactants C1(C(OC)=O)CCCCC=1.[F:11][C:12]1([F:22])[CH:18]2[CH:13]1[CH2:14][CH2:15][CH:16]([C:19]([O-])=[O:20])[CH2:17]2, predict the reaction product. The product is: [F:11][C:12]1([F:22])[CH:18]2[CH:13]1[CH2:14][CH2:15][CH:16]([CH2:19][OH:20])[CH2:17]2.